From a dataset of NCI-60 drug combinations with 297,098 pairs across 59 cell lines. Regression. Given two drug SMILES strings and cell line genomic features, predict the synergy score measuring deviation from expected non-interaction effect. (1) Drug 1: CC1=CC=C(C=C1)C2=CC(=NN2C3=CC=C(C=C3)S(=O)(=O)N)C(F)(F)F. Drug 2: C(CN)CNCCSP(=O)(O)O. Cell line: MALME-3M. Synergy scores: CSS=-1.44, Synergy_ZIP=-0.207, Synergy_Bliss=-3.33, Synergy_Loewe=-5.35, Synergy_HSA=-5.66. (2) Drug 1: CC1=C(C=C(C=C1)C(=O)NC2=CC(=CC(=C2)C(F)(F)F)N3C=C(N=C3)C)NC4=NC=CC(=N4)C5=CN=CC=C5. Drug 2: C1CN(CCN1C(=O)CCBr)C(=O)CCBr. Cell line: SW-620. Synergy scores: CSS=13.7, Synergy_ZIP=2.69, Synergy_Bliss=4.14, Synergy_Loewe=1.89, Synergy_HSA=-1.26. (3) Drug 1: CC12CCC(CC1=CCC3C2CCC4(C3CC=C4C5=CN=CC=C5)C)O. Drug 2: C1=C(C(=O)NC(=O)N1)F. Cell line: MALME-3M. Synergy scores: CSS=36.5, Synergy_ZIP=5.93, Synergy_Bliss=6.07, Synergy_Loewe=5.58, Synergy_HSA=6.99.